From a dataset of Forward reaction prediction with 1.9M reactions from USPTO patents (1976-2016). Predict the product of the given reaction. Given the reactants [Si:1]([O:8][C@H:9]1[CH2:14][C@@H:13](O)[CH:12]=[CH:11][C@@H:10]1[CH2:16][O:17][Si:18]([C:21]([CH3:24])([CH3:23])[CH3:22])([CH3:20])[CH3:19])([C:4]([CH3:7])([CH3:6])[CH3:5])([CH3:3])[CH3:2].[N:25]1[C:33]([NH2:34])=[C:32]2[C:28]([N:29]=[CH:30][NH:31]2)=[N:27][CH:26]=1.C1C=CC(P(C2C=CC=CC=2)C2C=CC=CC=2)=CC=1.CCOC(/N=N/C(OCC)=O)=O, predict the reaction product. The product is: [Si:18]([O:17][C@H:16]1[CH2:14][C@H:13]([N:29]2[CH:30]=[N:31][C:32]3[C:28]2=[N:27][CH:26]=[N:25][C:33]=3[NH2:34])[CH:12]=[CH:11][C@@H:10]1[CH2:9][O:8][Si:1]([C:4]([CH3:7])([CH3:5])[CH3:6])([CH3:3])[CH3:2])([C:21]([CH3:22])([CH3:24])[CH3:23])([CH3:19])[CH3:20].